The task is: Predict the reaction yield, written as a fraction of the theoretical maximum amount of product (1.0 means a 100% yield; for example, 0.34 means a 34% yield).. This data is from Reaction yield outcomes from USPTO patents with 853,638 reactions. The reactants are [Cl:1][C:2]1[CH:10]=[C:9]([C:11]([NH:13][CH:14]([C:16]2[NH:20][C:19]3[CH:21]=[CH:22][C:23]([Cl:25])=[CH:24][C:18]=3[N:17]=2)[CH3:15])=[O:12])[CH:8]=[CH:7][C:3]=1[C:4]([OH:6])=O.CN(C(ON1N=NC2C=CC=CC1=2)=[N+](C)C)C.[B-](F)(F)(F)F.C(N(C(C)C)CC)(C)C.[CH2:57]([O:59][C:60]([CH2:62][CH:63]1[NH:68][CH2:67][CH2:66][NH:65][C:64]1=[O:69])=[O:61])[CH3:58].ClCl. The catalyst is CN(C=O)C.ClCCl.C(O)C. The product is [Cl:1][C:2]1[CH:10]=[C:9]([CH:8]=[CH:7][C:3]=1[C:4]([N:68]1[CH2:67][CH2:66][NH:65][C:64](=[O:69])[CH:63]1[CH2:62][C:60]([O:59][CH2:57][CH3:58])=[O:61])=[O:6])[C:11]([NH:13][CH:14]([C:16]1[NH:20][C:19]2[CH:21]=[CH:22][C:23]([Cl:25])=[CH:24][C:18]=2[N:17]=1)[CH3:15])=[O:12]. The yield is 0.370.